From a dataset of Forward reaction prediction with 1.9M reactions from USPTO patents (1976-2016). Predict the product of the given reaction. (1) Given the reactants [CH3:1][N:2]([C:10]1[CH:18]=[C:17]2[C:13]([C:14]([CH:27]=[CH:28][C:29]3[CH:34]=[CH:33][CH:32]=[CH:31][CH:30]=3)=[N:15][N:16]2COCC[Si](C)(C)C)=[CH:12][CH:11]=1)[C:3]1[CH:8]=[CH:7][CH:6]=[C:5]([NH2:9])[CH:4]=1.CN(C1C=C2C(C(C=CC3C=CC=CC=3)=NN2)=CC=1)C1C=CC=C(N)C=1.N1C=CC=CC=1.[CH3:67][C:68](OC(C)=O)=[O:69].C([O-])([O-])=O.[K+].[K+], predict the reaction product. The product is: [CH3:1][N:2]([C:10]1[CH:18]=[C:17]2[C:13]([C:14]([CH:27]=[CH:28][C:29]3[CH:30]=[CH:31][CH:32]=[CH:33][CH:34]=3)=[N:15][NH:16]2)=[CH:12][CH:11]=1)[C:3]1[CH:4]=[C:5]([NH:9][C:68](=[O:69])[CH3:67])[CH:6]=[CH:7][CH:8]=1. (2) Given the reactants [Br:1][C:2]1[CH:3]=[C:4]([NH2:10])[C:5]([NH2:9])=[C:6]([F:8])[CH:7]=1.[CH:11](O)=O, predict the reaction product. The product is: [Br:1][C:2]1[CH:7]=[C:6]([F:8])[C:5]2[NH:9][CH:11]=[N:10][C:4]=2[CH:3]=1. (3) Given the reactants Br[CH2:2][C:3]1[C:8]([F:9])=[CH:7][CH:6]=[C:5]([C:10]2[C:15]([CH3:16])=[CH:14][CH:13]=[CH:12][C:11]=2[CH3:17])[N:4]=1.[OH:18][C:19]1[N:24]=[CH:23][C:22]2[CH:25]3[CH:28]([C:29]([O:31][CH2:32][CH3:33])=[O:30])[CH:26]3[CH2:27][C:21]=2[CH:20]=1, predict the reaction product. The product is: [CH3:17][C:11]1[CH:12]=[CH:13][CH:14]=[C:15]([CH3:16])[C:10]=1[C:5]1[N:4]=[C:3]([CH2:2][O:18][C:19]2[N:24]=[CH:23][C:22]3[CH:25]4[CH:28]([C:29]([O:31][CH2:32][CH3:33])=[O:30])[CH:26]4[CH2:27][C:21]=3[CH:20]=2)[C:8]([F:9])=[CH:7][CH:6]=1.